From a dataset of Forward reaction prediction with 1.9M reactions from USPTO patents (1976-2016). Predict the product of the given reaction. (1) Given the reactants [CH2:1]1[CH2:6][CH2:5][CH:4]([SH:7])[CH2:3][CH2:2]1.Cl[C:9]1[N:13]([C:14]2[CH:23]=[CH:22][C:17]([C:18]([O:20][CH3:21])=[O:19])=[CH:16][CH:15]=2)[N:12]=[CH:11][C:10]=1[C:24](=[O:32])[NH:25][CH:26]1[CH2:31][CH2:30][CH2:29][CH2:28][CH2:27]1.C1(NC(C2C=NN(C3C=CC(C(OC)=O)=CC=3)C=2SC2CCCC2)=O)CCCCC1, predict the reaction product. The product is: [CH:26]1([NH:25][C:24]([C:10]2[CH:11]=[N:12][N:13]([C:14]3[CH:15]=[CH:16][C:17]([C:18]([O:20][CH3:21])=[O:19])=[CH:22][CH:23]=3)[C:9]=2[S:7][CH:4]2[CH2:5][CH2:6][CH2:1][CH2:2][CH2:3]2)=[O:32])[CH2:31][CH2:30][CH2:29][CH2:28][CH2:27]1. (2) Given the reactants [N:1]1([C:7]2[CH:15]=[CH:14][C:13]([N+:16]([O-:18])=[O:17])=[CH:12][C:8]=2[C:9](Cl)=[O:10])[CH2:6][CH2:5][O:4][CH2:3][CH2:2]1.[NH:19]1[CH2:24][CH:23]=[C:22]([C:25]2[CH:32]=[CH:31][C:28]([C:29]#[N:30])=[CH:27][CH:26]=2)[CH2:21][CH2:20]1, predict the reaction product. The product is: [N:1]1([C:7]2[CH:15]=[CH:14][C:13]([N+:16]([O-:18])=[O:17])=[CH:12][C:8]=2[C:9]([N:19]2[CH2:20][CH:21]=[C:22]([C:25]3[CH:32]=[CH:31][C:28]([C:29]#[N:30])=[CH:27][CH:26]=3)[CH2:23][CH2:24]2)=[O:10])[CH2:6][CH2:5][O:4][CH2:3][CH2:2]1. (3) Given the reactants [Li]CCCC.CC1(C)CCCC(C)(C)N1.C(=O)=O.[F:19][C:20]1[CH:25]=[N:24][CH:23]=[CH:22][N:21]=1.[O:26]1[CH2:31][CH2:30][C:29](=[O:32])[CH2:28][CH2:27]1, predict the reaction product. The product is: [F:19][C:20]1[C:25]([C:29]2([OH:32])[CH2:30][CH2:31][O:26][CH2:27][CH2:28]2)=[N:24][CH:23]=[CH:22][N:21]=1. (4) Given the reactants [NH2:1][C:2]1[CH:3]=[C:4]([C:10]2[O:11][C:12]3[CH:18]=[CH:17][C:16]([C:19]4[CH:24]=[CH:23][C:22]([F:25])=[C:21]([Cl:26])[CH:20]=4)=[CH:15][C:13]=3[N:14]=2)[C:5]([O:8][CH3:9])=[CH:6][CH:7]=1.[CH:27]1[C:32]([C:33]([OH:35])=[O:34])=[CH:31][C:30]2[C:36]([O:38][C:39](=O)[C:29]=2[CH:28]=1)=[O:37], predict the reaction product. The product is: [CH3:9][O:8][C:5]1[C:4]([C:10]2[O:11][C:12]3[CH:18]=[CH:17][C:16]([C:19]4[CH:24]=[CH:23][C:22]([F:25])=[C:21]([Cl:26])[CH:20]=4)=[CH:15][C:13]=3[N:14]=2)=[CH:3][C:2]([N:1]2[C:36](=[O:37])[C:30]3[C:29](=[CH:28][CH:27]=[C:32]([C:33]([OH:35])=[O:34])[CH:31]=3)[C:39]2=[O:38])=[CH:7][CH:6]=1. (5) The product is: [ClH:1].[ClH:1].[CH:2]1([N:6]2[CH2:7][CH2:8][CH:9]([O:12][C:13]3[CH:18]=[CH:17][C:16]([NH:19][C:20](=[O:28])[CH2:21][N:22]4[CH2:23][CH2:24][O:25][CH2:26][CH2:27]4)=[C:15]([F:29])[CH:14]=3)[CH2:10][CH2:11]2)[CH2:3][CH2:4][CH2:5]1. Given the reactants [ClH:1].[CH:2]1([N:6]2[CH2:11][CH2:10][CH:9]([O:12][C:13]3[CH:18]=[CH:17][C:16]([NH:19][C:20](=[O:28])[CH2:21][N:22]4[CH2:27][CH2:26][O:25][CH2:24][CH2:23]4)=[C:15]([F:29])[CH:14]=3)[CH2:8][CH2:7]2)[CH2:5][CH2:4][CH2:3]1, predict the reaction product. (6) Given the reactants Cl[C:2]1[C:11]2[CH2:10][CH2:9][C@H:8]3[C@H:12]([CH3:17])[C:13](=[O:16])[CH2:14][CH2:15][C@:7]3([C:18]3[CH:23]=[CH:22][CH:21]=[CH:20][CH:19]=3)[C:6]=2[N:5]=[C:4]([C:24]2[CH:29]=[CH:28][CH:27]=[CH:26][C:25]=2[F:30])[N:3]=1.[CH3:31][CH:32]([CH3:34])[O-:33].[Na+], predict the reaction product. The product is: [F:30][C:25]1[CH:26]=[CH:27][CH:28]=[CH:29][C:24]=1[C:4]1[N:3]=[C:2]([O:33][CH:32]([CH3:34])[CH3:31])[C:11]2[CH2:10][CH2:9][C@H:8]3[C@H:12]([CH3:17])[C:13](=[O:16])[CH2:14][CH2:15][C@:7]3([C:18]3[CH:19]=[CH:20][CH:21]=[CH:22][CH:23]=3)[C:6]=2[N:5]=1.